Dataset: Full USPTO retrosynthesis dataset with 1.9M reactions from patents (1976-2016). Task: Predict the reactants needed to synthesize the given product. Given the product [C:13]([N+:17]([O-:18])=[CH:19][CH2:12][CH2:11][CH2:10][CH2:7][C:1]1[CH:2]=[CH:3][CH:4]=[CH:5][CH:6]=1)([CH3:16])([CH3:15])[CH3:14], predict the reactants needed to synthesize it. The reactants are: [C:1]1([CH:7]([CH2:10][CH2:11][CH3:12])C=O)[CH:6]=[CH:5][CH:4]=[CH:3][CH:2]=1.[C:13]([NH:17][OH:18])([CH3:16])([CH3:15])[CH3:14].[CH3:19]O.